Dataset: Reaction yield outcomes from USPTO patents with 853,638 reactions. Task: Predict the reaction yield, written as a fraction of the theoretical maximum amount of product (1.0 means a 100% yield; for example, 0.34 means a 34% yield). (1) The reactants are Br[C:2]1[N:3]=[CH:4][S:5][CH:6]=1.CC1(C)C(C)(C)OB([C:15]2[CH:16]=[C:17]3[C:22](=[C:23]([O:25][CH2:26][O:27][CH2:28][CH2:29][Si:30]([CH3:33])([CH3:32])[CH3:31])[CH:24]=2)[N:21]=[CH:20][N:19]([CH2:34][O:35][CH2:36][CH2:37][Si:38]([CH3:41])([CH3:40])[CH3:39])[C:18]3=[O:42])O1.C(=O)([O-])[O-].[K+].[K+].O. The catalyst is CN(C)C=O.C1(P([C-]2C=CC=C2)C2C=CC=CC=2)C=CC=CC=1.[C-]1(P(C2C=CC=CC=2)C2C=CC=CC=2)C=CC=C1.[Fe+2].[Pd](Cl)Cl. The product is [S:5]1[CH:6]=[C:2]([C:15]2[CH:16]=[C:17]3[C:22](=[C:23]([O:25][CH2:26][O:27][CH2:28][CH2:29][Si:30]([CH3:33])([CH3:31])[CH3:32])[CH:24]=2)[N:21]=[CH:20][N:19]([CH2:34][O:35][CH2:36][CH2:37][Si:38]([CH3:41])([CH3:40])[CH3:39])[C:18]3=[O:42])[N:3]=[CH:4]1. The yield is 0.180. (2) The reactants are [NH2:1][C:2]1[CH:11]=[CH:10][C:9]([CH3:12])=[CH:8][C:3]=1[C:4]([O:6][CH3:7])=[O:5].N1C=CC=CC=1.[CH3:19][S:20](Cl)(=[O:22])=[O:21].C(OCC)(=O)C.CCCCCC. The yield is 0.840. The product is [CH3:12][C:9]1[CH:10]=[CH:11][C:2]([NH:1][S:20]([CH3:19])(=[O:22])=[O:21])=[C:3]([CH:8]=1)[C:4]([O:6][CH3:7])=[O:5]. The catalyst is C(Cl)Cl.O. (3) The reactants are [CH3:1][C:2]([CH3:9])([CH2:6][CH:7]=[CH2:8])[C:3]([OH:5])=O.C(Cl)(=O)C(Cl)=O.CCN(C(C)C)C(C)C.[C:25]1([C@H:31]([CH2:33][OH:34])[NH2:32])[CH:30]=[CH:29][CH:28]=[CH:27][CH:26]=1. The catalyst is CCOC(C)=O.Cl.CN(C=O)C.C(Cl)Cl. The product is [OH:34][CH2:33][C@H:31]([NH:32][C:3](=[O:5])[C:2]([CH3:1])([CH3:9])[CH2:6][CH:7]=[CH2:8])[C:25]1[CH:30]=[CH:29][CH:28]=[CH:27][CH:26]=1. The yield is 0.870. (4) The reactants are [Br:1][C:2]1[CH:3]=[C:4]([N:8]2[C:16]3[CH2:15][CH2:14][CH2:13][CH:12](Cl)[C:11]=3[C:10]([C:18]([O:20][CH2:21][CH3:22])=[O:19])=[N:9]2)[CH:5]=[CH:6][CH:7]=1.[NH:23]1[CH:27]=[CH:26][CH:25]=[N:24]1.C(=O)([O-])[O-].[Cs+].[Cs+]. The catalyst is ClCCl. The product is [Br:1][C:2]1[CH:3]=[C:4]([N:8]2[C:16]3[CH2:15][CH2:14][CH2:13][CH:12]([N:23]4[CH:27]=[CH:26][CH:25]=[N:24]4)[C:11]=3[C:10]([C:18]([O:20][CH2:21][CH3:22])=[O:19])=[N:9]2)[CH:5]=[CH:6][CH:7]=1. The yield is 0.790. (5) The reactants are C1(P(C2C=CC=CC=2)C2C=CC=CC=2)C=CC=CC=1.[CH3:20][O:21][C:22]1[CH:27]=[CH:26][C:25]([NH:28][C:29](=[O:34])[CH2:30][C:31]([OH:33])=O)=[CH:24][CH:23]=1.ClC(Cl)(Cl)C#N.[NH2:41][C@@:42]([C:57]1[CH:62]=[CH:61][C:60]([O:63][CH2:64][CH2:65][CH2:66][C:67]([F:70])([F:69])[F:68])=[CH:59][CH:58]=1)([C:53]([F:56])([F:55])[F:54])[CH2:43][C:44]([C:46]1[CH:51]=[CH:50][C:49]([CH3:52])=[CH:48][CH:47]=1)=[O:45].N1C=CC=CC=1. The catalyst is C(Cl)Cl.CO. The product is [CH3:20][O:21][C:22]1[CH:23]=[CH:24][C:25]([NH:28][C:29](=[O:34])[CH2:30][C:31]([NH:41][C:42]([C:57]2[CH:62]=[CH:61][C:60]([O:63][CH2:64][CH2:65][CH2:66][C:67]([F:68])([F:69])[F:70])=[CH:59][CH:58]=2)([CH2:43][C:44](=[O:45])[C:46]2[CH:47]=[CH:48][C:49]([CH3:52])=[CH:50][CH:51]=2)[C:53]([F:56])([F:55])[F:54])=[O:33])=[CH:26][CH:27]=1. The yield is 0.630. (6) The reactants are [F:1][C:2]1[CH:3]=[C:4]([NH:26][C:27](=[O:39])[CH2:28][C:29]([NH:31][C:32]2[CH:37]=[CH:36][C:35]([F:38])=[CH:34][CH:33]=2)=[O:30])[CH:5]=[CH:6][C:7]=1[O:8][C:9]1[C:14]2=[C:15]([CH:18]=[C:19]3[CH2:24][CH2:23][C:22](=[O:25])[CH2:21][CH2:20]3)[CH:16]=[CH:17][N:13]2[N:12]=[CH:11][N:10]=1.[BH4-].[Na+]. The catalyst is CO. The product is [F:1][C:2]1[CH:3]=[C:4]([NH:26][C:27](=[O:39])[CH2:28][C:29]([NH:31][C:32]2[CH:33]=[CH:34][C:35]([F:38])=[CH:36][CH:37]=2)=[O:30])[CH:5]=[CH:6][C:7]=1[O:8][C:9]1[C:14]2=[C:15]([CH:18]=[C:19]3[CH2:24][CH2:23][CH:22]([OH:25])[CH2:21][CH2:20]3)[CH:16]=[CH:17][N:13]2[N:12]=[CH:11][N:10]=1. The yield is 0.370. (7) The reactants are [CH:1]1(CN)[CH2:6][CH2:5][CH2:4][CH2:3][CH2:2]1.[CH3:9][C:10]1[N:15]([C:16]2[CH:21]=[CH:20][CH:19]=[C:18]([C:22]([F:25])([F:24])[F:23])[CH:17]=2)[C:14](=[O:26])[C:13]([C:27](O)=[O:28])=[CH:12][C:11]=1[C:30]1[CH:35]=[CH:34][CH:33]=[CH:32][CH:31]=1.C[N:37](C(ON1N=NC2C=CC=NC1=2)=[N+](C)C)C.F[P-](F)(F)(F)(F)F.C1C=NC2N(O)N=NC=2C=1.CCN(C(C)C)C(C)C. The catalyst is CN1C(=O)CCC1. The product is [CH:1]1([C:12]2[C:11]([C:30]3[CH:35]=[CH:34][CH:33]=[CH:32][CH:31]=3)=[C:10]([CH3:9])[N:15]([C:16]3[CH:21]=[CH:20][CH:19]=[C:18]([C:22]([F:23])([F:24])[F:25])[CH:17]=3)[C:14](=[O:26])[C:13]=2[C:27]([NH2:37])=[O:28])[CH2:6][CH2:5][CH2:4][CH2:3][CH2:2]1. The yield is 0.500. (8) The yield is 0.270. The reactants are [Br:1][C:2]1[C:3](F)=[C:4]2[C:10]([NH:11][C:12](=[O:22])[C:13]3[CH:18]=[CH:17][C:16]([O:19][CH3:20])=[C:15]([F:21])[CH:14]=3)=[CH:9][NH:8][C:5]2=[N:6][CH:7]=1.[NH:24]1[CH2:29][CH2:28][CH2:27][C@@H:26]([NH:30][C:31](=[O:37])[O:32][C:33]([CH3:36])([CH3:35])[CH3:34])[CH2:25]1. The catalyst is CCCCO. The product is [Br:1][C:2]1[C:3]([N:24]2[CH2:29][CH2:28][CH2:27][C@@H:26]([NH:30][C:31](=[O:37])[O:32][C:33]([CH3:35])([CH3:34])[CH3:36])[CH2:25]2)=[C:4]2[C:10]([NH:11][C:12](=[O:22])[C:13]3[CH:18]=[CH:17][C:16]([O:19][CH3:20])=[C:15]([F:21])[CH:14]=3)=[CH:9][NH:8][C:5]2=[N:6][CH:7]=1. (9) The yield is 0.990. The catalyst is ClCCl. The reactants are [NH2:1][C:2]1[C:3]([C:7]2[N:11]([C:12]3[CH:17]=[CH:16][C:15]([F:18])=[C:14]([Cl:19])[CH:13]=3)[C:10](=[O:20])[O:9][N:8]=2)=[N:4][O:5][N:6]=1.[F:21][C:22]([F:33])([F:32])[C:23](O[C:23](=[O:24])[C:22]([F:33])([F:32])[F:21])=[O:24].N1C=CC=CC=1. The product is [Cl:19][C:14]1[CH:13]=[C:12]([N:11]2[C:10](=[O:20])[O:9][N:8]=[C:7]2[C:3]2[C:2]([NH:1][C:23](=[O:24])[C:22]([F:33])([F:32])[F:21])=[N:6][O:5][N:4]=2)[CH:17]=[CH:16][C:15]=1[F:18]. (10) The reactants are [CH2:1]([O:9][CH2:10][CH:11]1[CH2:16][CH2:15][CH2:14][CH2:13][CH2:12]1)[CH2:2][CH2:3][CH2:4][CH2:5][CH2:6][CH:7]=[CH2:8].Br[C:18]1[CH:23]=[CH:22][C:21]([N+:24]([O-:26])=[O:25])=[CH:20][CH:19]=1. No catalyst specified. The product is [CH:11]1([CH2:10][O:9][CH2:1][CH2:2][CH2:3][CH2:4][CH2:5][CH2:6][CH2:7][CH2:8][C:18]2[CH:23]=[CH:22][C:21]([N+:24]([O-:26])=[O:25])=[CH:20][CH:19]=2)[CH2:12][CH2:13][CH2:14][CH2:15][CH2:16]1. The yield is 0.480.